This data is from Catalyst prediction with 721,799 reactions and 888 catalyst types from USPTO. The task is: Predict which catalyst facilitates the given reaction. (1) Reactant: [F:1][C:2]1[CH:7]=[C:6]([O:8]C)[CH:5]=[C:4]([O:10]C)[CH:3]=1.B(Br)(Br)Br.C(Cl)Cl.O. Product: [F:1][C:2]1[CH:3]=[C:4]([OH:10])[CH:5]=[C:6]([OH:8])[CH:7]=1. The catalyst class is: 2. (2) Reactant: CS(C)=O.[Cl-].[CH3:6][C:7]1[C:16]2[CH2:15][CH2:14][CH2:13][CH2:12][C:11]=2[N:10]2[N:17]=[C:18]([CH2:20][OH:21])[N:19]=[C:9]2[N:8]=1.C(N(CC)CC)C. Product: [CH3:6][C:7]1[C:16]2[CH2:15][CH2:14][CH2:13][CH2:12][C:11]=2[N:10]2[N:17]=[C:18]([CH:20]=[O:21])[N:19]=[C:9]2[N:8]=1. The catalyst class is: 46. (3) The catalyst class is: 413. Reactant: [F:1][C:2]1[CH:35]=[CH:34][C:5]([CH2:6][N:7]2[C:15]3[CH:14]=[CH:13][CH:12]=[CH:11][C:10]=3[C:9]3[CH2:16][C@H:17]4[C:22](=[S:23])[N:21]([CH2:24][CH2:25][C:26]([O:28]C(C)(C)C)=[O:27])[C:20](=[O:33])[N:18]4[CH2:19][C:8]2=3)=[CH:4][CH:3]=1. Product: [F:1][C:2]1[CH:35]=[CH:34][C:5]([CH2:6][N:7]2[C:15]3[CH:14]=[CH:13][CH:12]=[CH:11][C:10]=3[C:9]3[CH2:16][C@H:17]4[C:22](=[S:23])[N:21]([CH2:24][CH2:25][C:26]([OH:28])=[O:27])[C:20](=[O:33])[N:18]4[CH2:19][C:8]2=3)=[CH:4][CH:3]=1. (4) Reactant: C([O-])([O-])=O.[K+].[K+].[Cl:7][C:8]1[CH:13]=[C:12](F)[CH:11]=[CH:10][N:9]=1.[OH:15][C:16]1[C:17]([C:23]([O:25][CH3:26])=[O:24])=[N:18][C:19]([CH3:22])=[CH:20][CH:21]=1. Product: [Cl:7][C:8]1[CH:13]=[C:12]([O:15][C:16]2[C:17]([C:23]([O:25][CH3:26])=[O:24])=[N:18][C:19]([CH3:22])=[CH:20][CH:21]=2)[CH:11]=[CH:10][N:9]=1. The catalyst class is: 85. (5) Reactant: [Li+].[OH-:2].[C:3]([O:7][C:8]([N:10]([C@H:20]1[CH2:44][CH2:43][C@@:42]2([CH3:45])[C:22](=[CH:23][CH2:24][C@@H:25]3[C@@H:41]2[CH2:40][CH2:39][C@@:38]2([CH3:46])[C@H:26]3[CH2:27][CH2:28][C@@H:29]2[C@H:30]([CH3:37])[CH2:31][CH2:32][CH2:33][CH:34]([CH3:36])[CH3:35])[CH2:21]1)[CH2:11][CH2:12][CH2:13][CH2:14]C(OCC)=O)=[O:9])([CH3:6])([CH3:5])[CH3:4].C1C=CC2N(O)N=NC=2C=1.[CH2:57](Cl)[CH2:58]Cl.CC(CCC[C@H]([C@@H]1[C@]2(C)[C@H]([C@H]3[C@H](CC2)[C@]2(C)C(C[C@@H](N[CH2:89][CH2:90][CH2:91][NH:92][C:93](=[O:122])[CH2:94][CH2:95][NH:96][C:97](=[O:121])CCNC(=O)CCCCCNC4C5=NON=C5C([N+]([O-])=O)=CC=4)CC2)=CC3)CC1)C)C.C[OH:124]. Product: [CH3:35][CH:34]([CH2:33][CH2:32][CH2:31][C@H:30]([C@@H:29]1[C@:38]2([CH3:46])[C@H:26]([C@H:25]3[C@H:41]([CH2:40][CH2:39]2)[C@:42]2([CH3:45])[C:22]([CH2:21][C@@H:20]([N:10]([CH2:11][CH2:12][CH2:13][CH2:14][C:97](=[O:121])[NH:96][CH2:95][CH2:94][C:93](=[O:122])[NH:92][CH2:91][CH2:90][C:89]([O:124][CH2:57][CH3:58])=[O:2])[C:8](=[O:9])[O:7][C:3]([CH3:6])([CH3:5])[CH3:4])[CH2:44][CH2:43]2)=[CH:23][CH2:24]3)[CH2:27][CH2:28]1)[CH3:37])[CH3:36]. The catalyst class is: 76. (6) Reactant: [ClH:1].[CH2:2]([N:4]([CH2:7][C:8]([O:10][CH:11]1[CH2:16][CH2:15][N:14]([C:17]2[S:18][C:19](/[CH:22]=[C:23](\[C:34]#[N:35])/[C:24]3[CH:29]=[CH:28][C:27]([O:30][CH3:31])=[C:26]([O:32][CH3:33])[CH:25]=3)=[CH:20][CH:21]=2)[CH2:13][CH2:12]1)=[O:9])[CH2:5][CH3:6])[CH3:3]. Product: [ClH:1].[CH2:2]([N:4]([CH2:7][C:8]([O:10][CH:11]1[CH2:12][CH2:13][N:14]([C:17]2[S:18][C:19](/[CH:22]=[C:23](\[C:34]#[N:35])/[C:24]3[CH:29]=[CH:28][C:27]([O:30][CH3:31])=[C:26]([O:32][CH3:33])[CH:25]=3)=[CH:20][CH:21]=2)[CH2:15][CH2:16]1)=[O:9])[CH2:5][CH3:6])[CH3:3]. The catalyst class is: 32. (7) Reactant: [ClH:1].Cl.[NH2:3][C:4]1[CH:5]=[CH:6][C:7]([N:11]2[CH2:16][CH2:15][CH2:14][C@@H:13]([C:17]([N:19]3[CH2:23][CH2:22][CH2:21][CH2:20]3)=[O:18])[CH2:12]2)=[N:8][C:9]=1[NH2:10].N1CC[C@H]([OH:29])C1.Cl. Product: [ClH:1].[ClH:1].[NH2:3][C:4]1[CH:5]=[CH:6][C:7]([N:11]2[CH2:16][CH2:15][CH2:14][C@@H:13]([C:17]([N:19]3[CH2:23][CH2:22][C@H:21]([OH:29])[CH2:20]3)=[O:18])[CH2:12]2)=[N:8][C:9]=1[NH2:10]. The catalyst class is: 5. (8) Reactant: [C:1](Cl)(=[O:4])[CH2:2][CH3:3].[F:6][C:7]1[CH:12]=[CH:11][C:10]([C:13]2[C:17]([C:18]3[CH:23]=[CH:22][N:21]=[C:20]([NH2:24])[N:19]=3)=[CH:16][N:15]([CH:25]([CH3:27])[CH3:26])[N:14]=2)=[CH:9][CH:8]=1.C(N(CC)CC)C. Product: [F:6][C:7]1[CH:12]=[CH:11][C:10]([C:13]2[C:17]([C:18]3[CH:23]=[CH:22][N:21]=[C:20]([NH:24][C:1](=[O:4])[CH2:2][CH3:3])[N:19]=3)=[CH:16][N:15]([CH:25]([CH3:27])[CH3:26])[N:14]=2)=[CH:9][CH:8]=1. The catalyst class is: 7. (9) Reactant: [OH:1][C:2]1[CH:19]=[CH:18][C:5]([O:6][C:7]2[CH:14]=[CH:13][C:10]([C:11]#[N:12])=[CH:9][C:8]=2[N+:15]([O-])=O)=[CH:4][CH:3]=1.[H][H]. Product: [NH2:15][C:8]1[CH:9]=[C:10]([CH:13]=[CH:14][C:7]=1[O:6][C:5]1[CH:18]=[CH:19][C:2]([OH:1])=[CH:3][CH:4]=1)[C:11]#[N:12]. The catalyst class is: 19. (10) Reactant: [CH2:1]([O:4][C:5]1[C:12]([O:13][CH3:14])=[CH:11][C:8]([CH:9]=O)=[CH:7][C:6]=1[O:15][CH3:16])[CH:2]=[CH2:3].[ClH:17].C(O[CH:21](OCC)[CH2:22][NH:23][CH2:24][C:25]1[CH:30]=[CH:29][CH:28]=[C:27]([O:31][CH2:32][CH3:33])[C:26]=1[OH:34])C. Product: [ClH:17].[CH2:1]([O:4][C:5]1[C:12]([O:13][CH3:14])=[CH:11][C:8]([CH2:9][C:21]2[C:30]3[C:25](=[C:26]([OH:34])[C:27]([O:31][CH2:32][CH3:33])=[CH:28][CH:29]=3)[CH:24]=[N:23][CH:22]=2)=[CH:7][C:6]=1[O:15][CH3:16])[CH:2]=[CH2:3]. The catalyst class is: 14.